This data is from Forward reaction prediction with 1.9M reactions from USPTO patents (1976-2016). The task is: Predict the product of the given reaction. (1) The product is: [C:5]([C:4]1[CH:7]=[C:8]([F:11])[C:9]([N:33]2[CH2:34][CH2:35][CH:30]([CH2:29][N:28]([C@@H:42]([C:44]3[C:53]4[C:48](=[CH:49][CH:50]=[CH:51][CH:52]=4)[CH:47]=[CH:46][CH:45]=3)[CH3:43])[C:27](=[O:54])[O:26][C:22]([CH3:23])([CH3:24])[CH3:25])[CH:31]([C:36]3[CH:37]=[CH:38][CH:39]=[CH:40][CH:41]=3)[CH2:32]2)=[C:2]([F:1])[CH:3]=1)#[N:6]. Given the reactants [F:1][C:2]1[CH:3]=[C:4]([CH:7]=[C:8]([F:11])[C:9]=1F)[C:5]#[N:6].C(=O)([O-])[O-].[K+].[K+].CS(C)=O.[C:22]([O:26][C:27](=[O:54])[N:28]([C@@H:42]([C:44]1[C:53]2[C:48](=[CH:49][CH:50]=[CH:51][CH:52]=2)[CH:47]=[CH:46][CH:45]=1)[CH3:43])[CH2:29][CH:30]1[CH2:35][CH2:34][NH:33][CH2:32][CH:31]1[C:36]1[CH:41]=[CH:40][CH:39]=[CH:38][CH:37]=1)([CH3:25])([CH3:24])[CH3:23], predict the reaction product. (2) Given the reactants Cl.Cl.[N:3]12[CH2:11][CH2:10][CH:7]([CH2:8][CH2:9]1)[NH:6][CH2:5][CH2:4]2.O.[OH-].[Na+], predict the reaction product. The product is: [N:3]12[CH2:11][CH2:10][CH:7]([CH2:8][CH2:9]1)[NH:6][CH2:5][CH2:4]2. (3) The product is: [C:1]([C@H:5]1[CH2:6][CH2:7][C@H:8]([O:11][C:21]2[CH:22]=[C:23]3[C:18](=[CH:19][CH:20]=2)[CH:17]=[C:16]([C:14]([O:13][CH3:12])=[O:15])[CH:25]=[CH:24]3)[CH2:9][CH2:10]1)([CH3:4])([CH3:2])[CH3:3]. Given the reactants [C:1]([C@@H:5]1[CH2:10][CH2:9][C@H:8]([OH:11])[CH2:7][CH2:6]1)([CH3:4])([CH3:3])[CH3:2].[CH3:12][O:13][C:14]([C:16]1[CH:25]=[CH:24][C:23]2[C:18](=[CH:19][CH:20]=[C:21](O)[CH:22]=2)[CH:17]=1)=[O:15].C1(P(C2C=CC=CC=2)C2C=CC=CC=2)C=CC=CC=1.C1(C)C=CC=CC=1.N(C(OC(C)C)=O)=NC(OC(C)C)=O, predict the reaction product. (4) Given the reactants [CH:1]1([NH:4][C@H:5]2[CH2:10][CH2:9][C@H:8]([CH2:11][C:12]([O:14][CH3:15])=[O:13])[CH2:7][CH2:6]2)[CH2:3][CH2:2]1.C(N(C(C)C)CC)(C)C.[CH3:25][O:26][C:27]1[CH:35]=[CH:34][C:30]([C:31](O)=[O:32])=[CH:29][CH:28]=1.O=C1N(P(Cl)(N2CCOC2=O)=O)CCO1, predict the reaction product. The product is: [CH:1]1([N:4]([C@H:5]2[CH2:10][CH2:9][C@H:8]([CH2:11][C:12]([O:14][CH3:15])=[O:13])[CH2:7][CH2:6]2)[C:31](=[O:32])[C:30]2[CH:34]=[CH:35][C:27]([O:26][CH3:25])=[CH:28][CH:29]=2)[CH2:2][CH2:3]1.